Dataset: Full USPTO retrosynthesis dataset with 1.9M reactions from patents (1976-2016). Task: Predict the reactants needed to synthesize the given product. (1) Given the product [CH:1]1([S:7]([NH2:11])(=[O:9])=[O:8])[CH2:6][CH2:5][CH2:4][CH2:3][CH2:2]1, predict the reactants needed to synthesize it. The reactants are: [CH:1]1([S:7](Cl)(=[O:9])=[O:8])[CH2:6][CH2:5][CH2:4][CH2:3][CH2:2]1.[NH3:11]. (2) The reactants are: [Br:1][C:2]1[CH:10]=[C:9]2[C:5]([CH:6]=[N:7][NH:8]2)=[C:4]([O:11][CH3:12])[CH:3]=1.F[B-](F)(F)F.[CH3:18][O+](C)C.O. Given the product [Br:1][C:2]1[CH:3]=[C:4]([O:11][CH3:12])[C:5]2[C:9]([CH:10]=1)=[N:8][N:7]([CH3:18])[CH:6]=2, predict the reactants needed to synthesize it. (3) Given the product [CH3:1][NH:2][C@@H:3]1[C:8]2[CH:9]=[CH:10][CH:11]=[CH:12][C:7]=2[C@H:6]([C:13]2[CH:14]=[CH:15][C:16]([Cl:20])=[C:17]([Cl:19])[CH:18]=2)[CH2:5][CH2:4]1.[ClH:25], predict the reactants needed to synthesize it. The reactants are: [CH3:1][NH:2][C@@H:3]1[C:8]2[CH:9]=[CH:10][CH:11]=[CH:12][C:7]=2[C@H:6]([C:13]2[CH:14]=[CH:15][C:16]([Cl:20])=[C:17]([Cl:19])[CH:18]=2)[CH2:5][CH2:4]1.C(O)(C)C.[ClH:25]. (4) Given the product [CH3:31][C:28]1[N:29]=[CH:30][N:26]([C:18]2[CH:17]=[CH:22][C:21]([N+:23]([O-:25])=[O:24])=[CH:20][C:19]=2[O:14][CH2:13][CH2:12][CH2:11][CH2:10][NH:9][C:8](=[O:15])[O:7][C:3]([CH3:6])([CH3:4])[CH3:5])[N:27]=1, predict the reactants needed to synthesize it. The reactants are: [H-].[Na+].[C:3]([O:7][C:8](=[O:15])[NH:9][CH2:10][CH2:11][CH2:12][CH2:13][OH:14])([CH3:6])([CH3:5])[CH3:4].F[C:17]1[CH:22]=[C:21]([N+:23]([O-:25])=[O:24])[CH:20]=[CH:19][C:18]=1[N:26]1[CH:30]=[N:29][C:28]([CH3:31])=[N:27]1. (5) Given the product [CH3:6][N:7]([CH3:8])[C:9]1[CH:10]=[C:11]([S:1]([Cl:5])(=[O:3])=[O:2])[CH:12]=[CH:13][CH:14]=1, predict the reactants needed to synthesize it. The reactants are: [S:1]([Cl:5])(=O)(=[O:3])[OH:2].[CH3:6][N:7]([C:9]1[CH:14]=[CH:13][CH:12]=[CH:11][CH:10]=1)[CH3:8].[Cl-].[Na+].O.O. (6) The reactants are: Cl[C:2]1[C:3](=[O:15])[N:4](C2CCCCO2)[N:5]=[CH:6][C:7]=1Cl.[CH3:16][C:17]1[C:22]([CH3:23])=[CH:21][CH:20]=[C:19]([CH3:24])[C:18]=1[OH:25].C[O:27][C:28](=[O:37])[CH:29](Br)[CH2:30][CH:31]1[CH2:35][CH2:34][CH2:33][CH2:32]1. Given the product [CH:31]1([CH2:30][CH:29]([N:4]2[C:3](=[O:15])[CH:2]=[C:7]([O:25][C:18]3[C:19]([CH3:24])=[CH:20][CH:21]=[C:22]([CH3:23])[C:17]=3[CH3:16])[CH:6]=[N:5]2)[C:28]([OH:27])=[O:37])[CH2:35][CH2:34][CH2:33][CH2:32]1, predict the reactants needed to synthesize it. (7) Given the product [C:1]([O:5][C:6]([N:8]1[C:16]2[C:11](=[C:12]([CH3:18])[C:13]([O:17][CH2:20][C:21]3[CH:26]=[CH:25][C:24]([CH:27]4[CH2:28][CH2:29][CH2:30]4)=[C:23]([C:31]([F:32])([F:33])[F:34])[CH:22]=3)=[CH:14][CH:15]=2)[CH2:10][CH2:9]1)=[O:7])([CH3:4])([CH3:3])[CH3:2], predict the reactants needed to synthesize it. The reactants are: [C:1]([O:5][C:6]([N:8]1[C:16]2[C:11](=[C:12]([CH3:18])[C:13]([OH:17])=[CH:14][CH:15]=2)[CH2:10][CH2:9]1)=[O:7])([CH3:4])([CH3:3])[CH3:2].Cl[CH2:20][C:21]1[CH:26]=[CH:25][C:24]([CH:27]2[CH2:30][CH2:29][CH2:28]2)=[C:23]([C:31]([F:34])([F:33])[F:32])[CH:22]=1.C(=O)([O-])[O-].[K+].[K+].C(=O)(O)[O-].[Na+].